From a dataset of Full USPTO retrosynthesis dataset with 1.9M reactions from patents (1976-2016). Predict the reactants needed to synthesize the given product. (1) The reactants are: [CH3:1][C:2]1[N:3]=[CH:4][S:5][C:6]=1[CH:7](O)[CH3:8].C1(P(C2C=CC=CC=2)C2C=CC=CC=2)C=CC=CC=1.[Br:29]N1C(=O)CCC1=O. Given the product [Br:29][CH2:8][CH2:7][C:6]1[S:5][CH:4]=[N:3][C:2]=1[CH3:1], predict the reactants needed to synthesize it. (2) The reactants are: [CH:1]([C:3]1[CH:4]=[C:5]([N+:12]([O-:14])=[O:13])[C:6]([OH:11])=[C:7]([CH:10]=1)C#N)=[O:2].[OH:15][C:16]1C=CC(C=O)=C[C:17]=1[O:24]CCO. Given the product [OH:11][C:6]1[C:5]([N+:12]([O-:14])=[O:13])=[CH:4][C:3]([CH:1]=[O:2])=[CH:10][C:7]=1[O:15][CH2:16][CH2:17][OH:24], predict the reactants needed to synthesize it.